Task: Predict the reaction yield, written as a fraction of the theoretical maximum amount of product (1.0 means a 100% yield; for example, 0.34 means a 34% yield).. Dataset: Reaction yield outcomes from USPTO patents with 853,638 reactions (1) The reactants are [CH2:1]([O:8][C:9]([NH:11][C:12]12[CH2:19][C:16]([C:20]([O:22]C)=[O:21])([CH2:17][CH2:18]1)[CH2:15][CH2:14][CH2:13]2)=[O:10])[C:2]1[CH:7]=[CH:6][CH:5]=[CH:4][CH:3]=1.[OH-].[Na+]. The catalyst is CO. The product is [CH2:1]([O:8][C:9]([NH:11][C:12]12[CH2:19][C:16]([C:20]([OH:22])=[O:21])([CH2:17][CH2:18]1)[CH2:15][CH2:14][CH2:13]2)=[O:10])[C:2]1[CH:3]=[CH:4][CH:5]=[CH:6][CH:7]=1. The yield is 0.490. (2) The reactants are [C:1]([N:5]1[CH2:10][CH2:9][CH2:8][C@@H:7]([NH:11][C:12]2[C:17]([F:18])=[CH:16][N:15]=[C:14]([NH:19][C:20]3[CH:21]=[C:22]4[C:26](=[CH:27][CH:28]=3)[CH2:25][N:24]([CH2:29][CH:30]3[CH2:35][CH2:34][N:33](C(OC(C)(C)C)=O)[CH2:32][CH2:31]3)[CH2:23]4)[N:13]=2)[CH2:6]1)(=[O:4])[CH:2]=[CH2:3]. The catalyst is C(Cl)Cl.C(O)(C(F)(F)F)=O. The product is [F:18][C:17]1[C:12]([NH:11][C@@H:7]2[CH2:8][CH2:9][CH2:10][N:5]([C:1](=[O:4])[CH:2]=[CH2:3])[CH2:6]2)=[N:13][C:14]([NH:19][C:20]2[CH:21]=[C:22]3[C:26](=[CH:27][CH:28]=2)[CH2:25][N:24]([CH2:29][CH:30]2[CH2:35][CH2:34][NH:33][CH2:32][CH2:31]2)[CH2:23]3)=[N:15][CH:16]=1. The yield is 0.945. (3) The reactants are [Cl:1][C:2]1[CH:3]=[C:4]([C:9]2[CH:14]=[CH:13][C:12](/[C:15](/[CH3:35])=[CH:16]/[CH2:17][O:18][C:19]3[CH:24]=[CH:23][C:22]([CH2:25][C@H:26]([O:32][CH2:33][CH3:34])[C:27]([O:29]CC)=[O:28])=[CH:21][CH:20]=3)=[CH:11][CH:10]=2)[CH:5]=[C:6]([Cl:8])[CH:7]=1.[OH-].[Na+]. No catalyst specified. The product is [Cl:1][C:2]1[CH:3]=[C:4]([C:9]2[CH:10]=[CH:11][C:12](/[C:15](/[CH3:35])=[CH:16]/[CH2:17][O:18][C:19]3[CH:24]=[CH:23][C:22]([CH2:25][C@H:26]([O:32][CH2:33][CH3:34])[C:27]([OH:29])=[O:28])=[CH:21][CH:20]=3)=[CH:13][CH:14]=2)[CH:5]=[C:6]([Cl:8])[CH:7]=1. The yield is 0.870.